From a dataset of Catalyst prediction with 721,799 reactions and 888 catalyst types from USPTO. Predict which catalyst facilitates the given reaction. Reactant: [F:1][C:2]1[CH:3]=[C:4]([OH:9])[CH:5]=[CH:6][C:7]=1[F:8].Cl[C:11]1[CH:12]=[CH:13][C:14]([N+:26]([O-:28])=[O:27])=[C:15]([CH2:17][NH:18][C:19](=[O:25])[O:20][C:21]([CH3:24])([CH3:23])[CH3:22])[CH:16]=1.[H-].[Na+]. Product: [C:21]([O:20][C:19](=[O:25])[NH:18][CH2:17][C:15]1[CH:16]=[C:11]([O:9][C:4]2[CH:5]=[CH:6][C:7]([F:8])=[C:2]([F:1])[CH:3]=2)[CH:12]=[CH:13][C:14]=1[N+:26]([O-:28])=[O:27])([CH3:24])([CH3:22])[CH3:23]. The catalyst class is: 9.